From a dataset of Reaction yield outcomes from USPTO patents with 853,638 reactions. Predict the reaction yield, written as a fraction of the theoretical maximum amount of product (1.0 means a 100% yield; for example, 0.34 means a 34% yield). (1) The yield is 0.695. The product is [CH2:1]([O:3][C:4](=[O:13])[C:5]1[CH:10]=[CH:9][C:8]([NH2:11])=[N:7][C:6]=1[NH2:12])[CH3:2]. The reactants are [CH2:1]([O:3][C:4](=[O:13])[C:5]1[CH2:10][CH2:9][C:8]([NH2:11])=[N:7][C:6]=1[NH2:12])[CH3:2].ClC1C(=O)C(C#N)=C(C#N)C(=O)C=1Cl. The catalyst is O1CCCC1. (2) The reactants are [Br:1][C:2]1[N:6]2[CH:7]=[C:8]([C:13]([OH:15])=O)[N:9]=[C:10]([S:11][CH3:12])[C:5]2=[N:4][CH:3]=1.[NH:16]1[CH2:21][CH2:20][CH2:19][CH2:18][CH2:17]1.CCN(C(C)C)C(C)C.CN(C(ON1N=NC2C=CC=NC1=2)=[N+](C)C)C.F[P-](F)(F)(F)(F)F. The catalyst is C(OCC)(=O)C.O.CN1C(=O)CCC1. The product is [Br:1][C:2]1[N:6]2[CH:7]=[C:8]([C:13]([N:16]3[CH2:21][CH2:20][CH2:19][CH2:18][CH2:17]3)=[O:15])[N:9]=[C:10]([S:11][CH3:12])[C:5]2=[N:4][CH:3]=1. The yield is 0.840. (3) The reactants are C([N:8]1[N:12]=[N:11][C:10]([C:13]2([CH2:18][N:19]3[CH2:24][CH2:23][CH:22]([CH2:25][NH:26][C:27]([N:29]4[C:37]5[C:32](=[CH:33][CH:34]=[CH:35][CH:36]=5)[C:31]5([CH2:41][CH2:40][CH2:39][CH2:38]5)[C:30]4=[O:42])=[O:28])[CH2:21][CH2:20]3)[CH2:17][CH2:16][CH2:15][CH2:14]2)=[N:9]1)C1C=CC=CC=1. The catalyst is CO.[OH-].[Pd+2].[OH-]. The product is [O:42]=[C:30]1[C:31]2([CH2:38][CH2:39][CH2:40][CH2:41]2)[C:32]2[C:37](=[CH:36][CH:35]=[CH:34][CH:33]=2)[N:29]1[C:27]([NH:26][CH2:25][CH:22]1[CH2:23][CH2:24][N:19]([CH2:18][C:13]2([C:10]3[N:9]=[N:8][NH:12][N:11]=3)[CH2:14][CH2:15][CH2:16][CH2:17]2)[CH2:20][CH2:21]1)=[O:28]. The yield is 0.800. (4) The reactants are [NH2:1][C:2]1[C:3](=[O:9])[NH:4][C:5](=[O:8])[NH:6][CH:7]=1. The catalyst is C(O)C. The product is [NH2:1][CH:2]1[CH2:7][NH:6][C:5](=[O:8])[NH:4][C:3]1=[O:9]. The yield is 1.00. (5) The reactants are [Cl:1][C:2]1[CH:10]=[CH:9][CH:8]=[C:7]2[C:3]=1[C:4](=O)[C:5](=[O:11])[NH:6]2.[CH:13]1[CH:18]=[C:17]2[C:19](/[C:21](/[NH:33][C:16]2=[CH:15][CH:14]=1)=C1\C2C=CC(Br)=CC=2NC\1=O)=[O:20]. No catalyst specified. The product is [CH:13]1[CH:18]=[C:17]2[C:19](/[C:21](/[NH:33][C:16]2=[CH:15][CH:14]=1)=[C:4]1\[C:3]2[C:2]([Cl:1])=[CH:10][CH:9]=[CH:8][C:7]=2[NH:6][C:5]\1=[O:11])=[O:20]. The yield is 0.0500. (6) The reactants are [CH3:1][C:2]1[N:3]=[C:4]([CH2:10][CH2:11][C:12]2[C:13]([C:18]3[CH:23]=[CH:22][CH:21]=[CH:20][CH:19]=3)=[N:14][O:15][C:16]=2[CH3:17])[S:5][C:6]=1[C:7](O)=[O:8].F[B-](F)(F)F.N1(OC(N(C)C)=[N+](C)C)C2C=CC=CC=2N=N1.C(N(CC)C(C)C)(C)C.[NH2:55][CH:56]([CH3:59])[CH2:57][OH:58]. The catalyst is CN(C=O)C. The product is [OH:58][CH2:57][CH:56]([NH:55][C:7]([C:6]1[S:5][C:4]([CH2:10][CH2:11][C:12]2[C:13]([C:18]3[CH:19]=[CH:20][CH:21]=[CH:22][CH:23]=3)=[N:14][O:15][C:16]=2[CH3:17])=[N:3][C:2]=1[CH3:1])=[O:8])[CH3:59]. The yield is 0.500. (7) The reactants are Cl[C:2]1[C:11]2[C:6](=[CH:7][C:8]([O:14][CH2:15][CH2:16][CH2:17][N:18]3[CH2:23][CH2:22][N:21]([CH3:24])[CH2:20][CH2:19]3)=[C:9]([O:12][CH3:13])[CH:10]=2)[N:5]=[CH:4][N:3]=1.C(=O)([O-])[O-].[K+].[K+].[OH:31][C:32]1[CH:41]=[C:40]2[C:35]([CH:36]=[CH:37][CH:38]=[N:39]2)=[CH:34][CH:33]=1.[OH-].[Na+]. The catalyst is CN(C=O)C. The product is [CH3:13][O:12][C:9]1[CH:10]=[C:11]2[C:6](=[CH:7][C:8]=1[O:14][CH2:15][CH2:16][CH2:17][N:18]1[CH2:23][CH2:22][N:21]([CH3:24])[CH2:20][CH2:19]1)[N:5]=[CH:4][N:3]=[C:2]2[O:31][C:32]1[CH:41]=[C:40]2[C:35]([CH:36]=[CH:37][CH:38]=[N:39]2)=[CH:34][CH:33]=1. The yield is 0.390. (8) The reactants are [CH3:1][C:2]1[O:6][N:5]=[C:4]([C:7]2[CH:12]=[CH:11][CH:10]=[CH:9][CH:8]=2)[C:3]=1[C:13]([NH:15][NH2:16])=[O:14].[F:17][CH:18]([F:29])[O:19][C:20]1[CH:28]=[CH:27][CH:26]=[CH:25][C:21]=1[C:22](O)=O. No catalyst specified. The product is [F:17][CH:18]([F:29])[O:19][C:20]1[CH:28]=[CH:27][CH:26]=[CH:25][C:21]=1[C:22]1[O:14][C:13]([C:3]2[C:4]([C:7]3[CH:12]=[CH:11][CH:10]=[CH:9][CH:8]=3)=[N:5][O:6][C:2]=2[CH3:1])=[N:15][N:16]=1. The yield is 0.860. (9) The reactants are [CH3:1][O:2][C:3](=[O:31])[CH:4]([C:17]1[CH:22]=[C:21]([C:23]([F:26])([F:25])[F:24])[CH:20]=[C:19]([C:27]([F:30])([F:29])[F:28])[CH:18]=1)[N:5]1[C:14]2[C:9](=[CH:10][CH:11]=[CH:12][CH:13]=2)[NH:8][CH:7]([CH2:15][CH3:16])[CH2:6]1.C(C1C=NC2C(=CC=CC=2)N=1)C.C1C(=O)N([Br:51])C(=O)C1. The catalyst is CN(C=O)C.[O-]S([O-])(=S)=O.[Na+].[Na+]. The product is [CH3:1][O:2][C:3](=[O:31])[CH:4]([C:17]1[CH:22]=[C:21]([C:23]([F:24])([F:25])[F:26])[CH:20]=[C:19]([C:27]([F:28])([F:29])[F:30])[CH:18]=1)[N:5]1[C:14]2[C:9](=[CH:10][CH:11]=[C:12]([Br:51])[CH:13]=2)[NH:8][CH:7]([CH2:15][CH3:16])[CH2:6]1. The yield is 0.220.